From a dataset of Reaction yield outcomes from USPTO patents with 853,638 reactions. Predict the reaction yield, written as a fraction of the theoretical maximum amount of product (1.0 means a 100% yield; for example, 0.34 means a 34% yield). (1) The reactants are [BH4-].[Li+].C[O:4][C:5]([C@@H:7]1[C@@H:11]([O:12][CH3:13])[CH2:10][N:9]([C:14]([O:16][C:17]([CH3:20])([CH3:19])[CH3:18])=[O:15])[CH2:8]1)=O. The catalyst is C1COCC1. The product is [C:17]([O:16][C:14]([N:9]1[CH2:10][C@H:11]([O:12][CH3:13])[C@@H:7]([CH2:5][OH:4])[CH2:8]1)=[O:15])([CH3:20])([CH3:19])[CH3:18]. The yield is 0.920. (2) The reactants are C[Al](C)C.[F:5][C:6]([F:10])([F:9])[CH2:7][NH2:8].C[O:12][C:13](=O)[C:14]1[CH:19]=[CH:18][C:17]([NH:20][CH2:21][C:22]2[C:23]([C:28]3[CH:33]=[CH:32][CH:31]=[C:30]([F:34])[CH:29]=3)=[N:24][O:25][C:26]=2[CH3:27])=[N:16][CH:15]=1.C(C(C(C([O-])=O)O)O)([O-])=O.[K+].[Na+]. The catalyst is O1CCOCC1. The product is [F:34][C:30]1[CH:29]=[C:28]([C:23]2[C:22]([CH2:21][NH:20][C:17]3[CH:18]=[CH:19][C:14]([C:13]([NH:8][CH2:7][C:6]([F:10])([F:9])[F:5])=[O:12])=[CH:15][N:16]=3)=[C:26]([CH3:27])[O:25][N:24]=2)[CH:33]=[CH:32][CH:31]=1. The yield is 0.860. (3) The catalyst is C(O)(C)C. The product is [C:29]([OH:36])(=[O:35])/[CH:30]=[CH:31]\[C:32]([OH:34])=[O:33].[NH2:1][C:2]1[N:10]=[C:9]([O:11][C@@H:12]([CH3:16])[CH2:13][CH2:14][CH3:15])[N:8]=[C:7]2[C:3]=1[NH:4][C:5](=[O:28])[N:6]2[CH2:17][CH2:18][CH2:19][CH2:20][CH2:21][N:22]1[CH2:23][CH2:24][CH2:25][CH2:26][CH2:27]1. The yield is 0.610. The reactants are [NH2:1][C:2]1[N:10]=[C:9]([O:11][C@@H:12]([CH3:16])[CH2:13][CH2:14][CH3:15])[N:8]=[C:7]2[C:3]=1[NH:4][C:5](=[O:28])[N:6]2[CH2:17][CH2:18][CH2:19][CH2:20][CH2:21][N:22]1[CH2:27][CH2:26][CH2:25][CH2:24][CH2:23]1.[C:29]([OH:36])(=[O:35])/[CH:30]=[CH:31]\[C:32]([OH:34])=[O:33]. (4) The reactants are [Cl:1][C:2]1[CH:3]=[C:4]([C:9]([C:32]([F:35])([F:34])[F:33])=[CH:10][C:11]([C:13]2[CH:14]=[C:15]3[C:19](=[CH:20][CH:21]=2)[C:18]2([CH2:24][N:23]([C:25]([O:27][C:28]([CH3:31])([CH3:30])[CH3:29])=[O:26])[CH2:22]2)[O:17][CH2:16]3)=[O:12])[CH:5]=[C:6]([Cl:8])[CH:7]=1.[N+:36]([CH3:39])([O-:38])=[O:37].C1CCN2C(=NCCC2)CC1. The catalyst is C(#N)C. The product is [Cl:1][C:2]1[CH:3]=[C:4]([C:9]([CH2:39][N+:36]([O-:38])=[O:37])([C:32]([F:33])([F:35])[F:34])[CH2:10][C:11]([C:13]2[CH:14]=[C:15]3[C:19](=[CH:20][CH:21]=2)[C:18]2([CH2:22][N:23]([C:25]([O:27][C:28]([CH3:31])([CH3:30])[CH3:29])=[O:26])[CH2:24]2)[O:17][CH2:16]3)=[O:12])[CH:5]=[C:6]([Cl:8])[CH:7]=1. The yield is 0.911.